From a dataset of Full USPTO retrosynthesis dataset with 1.9M reactions from patents (1976-2016). Predict the reactants needed to synthesize the given product. (1) Given the product [CH3:22][O:23][N:24]=[C:25]([CH2:28][O:29][C:30]1[CH:35]=[CH:34][CH:33]=[C:32]([C:36]([F:37])([F:38])[F:39])[CH:31]=1)[CH2:26][NH:27][C:2]1[CH:7]=[C:6]([CH3:8])[C:5]([N+:9]([O-:11])=[O:10])=[CH:4][C:3]=1[N+:12]([O-:14])=[O:13], predict the reactants needed to synthesize it. The reactants are: F[C:2]1[CH:7]=[C:6]([CH3:8])[C:5]([N+:9]([O-:11])=[O:10])=[CH:4][C:3]=1[N+:12]([O-:14])=[O:13].C(N(CC)CC)C.[CH3:22][O:23][N:24]=[C:25]([CH2:28][O:29][C:30]1[CH:35]=[CH:34][CH:33]=[C:32]([C:36]([F:39])([F:38])[F:37])[CH:31]=1)[CH2:26][NH2:27]. (2) The reactants are: [C:1]12([C:13]([O:15]C)=[O:14])[CH2:8][CH2:7][C:4]([C:9]([O:11][CH3:12])=[O:10])([CH2:5][CH2:6]1)[CH2:3][CH2:2]2.[OH-].[Na+]. Given the product [CH3:12][O:11][C:9]([C:4]12[CH2:7][CH2:8][C:1]([C:13]([OH:15])=[O:14])([CH2:6][CH2:5]1)[CH2:2][CH2:3]2)=[O:10], predict the reactants needed to synthesize it. (3) Given the product [Cl:26][C:20]1[C:21]([N:23]([CH3:24])[CH3:25])=[CH:22][C:13]2[N:12]=[C:11]([C:7]3[CH:8]=[CH:9][CH:10]=[C:5]([C:3]4[N:37]=[C:35]([CH2:34][OH:33])[S:36][CH:2]=4)[CH:6]=3)[CH2:17][C:16](=[O:18])[NH:15][C:14]=2[CH:19]=1, predict the reactants needed to synthesize it. The reactants are: Br[CH2:2][C:3]([C:5]1[CH:6]=[C:7]([C:11]2[CH2:17][C:16](=[O:18])[NH:15][C:14]3[CH:19]=[C:20]([Cl:26])[C:21]([N:23]([CH3:25])[CH3:24])=[CH:22][C:13]=3[N:12]=2)[CH:8]=[CH:9][CH:10]=1)=O.C(C([O:33][CH2:34][C:35]([NH2:37])=[S:36])=O)(C)(C)C. (4) Given the product [CH3:13][O:12][C:9]1[CH:10]=[C:11]2[C:6](=[CH:7][C:8]=1[O:14][CH3:15])[N:5]=[CH:4][CH:3]=[C:2]2[S:23][C:20]1[CH:21]=[CH:22][C:17]([NH2:16])=[CH:18][CH:19]=1, predict the reactants needed to synthesize it. The reactants are: Cl[C:2]1[C:11]2[C:6](=[CH:7][C:8]([O:14][CH3:15])=[C:9]([O:12][CH3:13])[CH:10]=2)[N:5]=[CH:4][CH:3]=1.[NH2:16][C:17]1[CH:22]=[CH:21][C:20]([SH:23])=[CH:19][CH:18]=1. (5) Given the product [CH3:1][O:2][C:3]1[CH:4]=[CH:5][C:6]([CH3:10])=[C:7]([NH:9][S:14]([CH2:11][CH2:12][CH3:13])(=[O:16])=[O:15])[CH:8]=1, predict the reactants needed to synthesize it. The reactants are: [CH3:1][O:2][C:3]1[CH:4]=[CH:5][C:6]([CH3:10])=[C:7]([NH2:9])[CH:8]=1.[CH2:11]([S:14](Cl)(=[O:16])=[O:15])[CH2:12][CH3:13]. (6) The reactants are: [N:1]1([C:10]2[CH:30]=[CH:29][C:13]([C:14]([NH:16][C@@H:17]3[CH2:21][CH2:20][N:19]([C:22]([O:24][C:25]([CH3:28])([CH3:27])[CH3:26])=[O:23])[CH2:18]3)=[O:15])=[CH:12][CH:11]=2)[C:9]2[C:4](=[CH:5][CH:6]=[CH:7][CH:8]=2)[CH:3]=[N:2]1.[CH3:31]O. Given the product [C:25]([O:24][C:22]([N:19]1[CH2:20][CH2:21][C@@H:17]([N:16]([C:14](=[O:15])[C:13]2[CH:12]=[CH:11][C:10]([N:1]3[C:9]4[C:4](=[CH:5][CH:6]=[CH:7][CH:8]=4)[CH:3]=[N:2]3)=[CH:30][CH:29]=2)[CH3:31])[CH2:18]1)=[O:23])([CH3:27])([CH3:26])[CH3:28], predict the reactants needed to synthesize it. (7) Given the product [CH2:34]([O:41][C:42](=[O:69])[NH:43][CH2:44][C:45](=[O:68])[NH:46][CH:47]([CH:48]1[CH2:49][O:51]1)[CH2:52][C:53]1[CH:58]=[C:57]([F:59])[CH:56]=[C:55]([O:60][CH2:61][C:62]2[CH:63]=[CH:64][CH:65]=[CH:66][CH:67]=2)[CH:54]=1)[C:35]1[CH:36]=[CH:37][CH:38]=[CH:39][CH:40]=1, predict the reactants needed to synthesize it. The reactants are: C1(P(C2C=CC=CC=2)C2C=CC=CC=2)C=CC=CC=1.CC(OC(/N=N/C(OC(C)C)=O)=O)C.[CH2:34]([O:41][C:42](=[O:69])[NH:43][CH2:44][C:45](=[O:68])[NH:46][CH:47]([CH2:52][C:53]1[CH:58]=[C:57]([F:59])[CH:56]=[C:55]([O:60][CH2:61][C:62]2[CH:67]=[CH:66][CH:65]=[CH:64][CH:63]=2)[CH:54]=1)[CH:48]([OH:51])[CH2:49]O)[C:35]1[CH:40]=[CH:39][CH:38]=[CH:37][CH:36]=1.[O-][Mn](=O)(=O)=O.[K+].